From a dataset of Full USPTO retrosynthesis dataset with 1.9M reactions from patents (1976-2016). Predict the reactants needed to synthesize the given product. (1) Given the product [Br:1][C:2]1[CH:3]=[C:4]([N:9]([CH3:16])[S:10]([CH:13]2[CH2:14][CH2:15]2)(=[O:12])=[O:11])[C:5]([CH3:8])=[N:6][CH:7]=1, predict the reactants needed to synthesize it. The reactants are: [Br:1][C:2]1[CH:3]=[C:4]([NH:9][S:10]([CH:13]2[CH2:15][CH2:14]2)(=[O:12])=[O:11])[C:5]([CH3:8])=[N:6][CH:7]=1.[C:16](=O)([O-])[O-].[K+].[K+].CI. (2) Given the product [CH2:25]([S:26]([N:1]1[CH2:5][CH2:4][C@H:3]([N:6]2[CH:10]=[C:9]([O:11][C:12]3[N:13]=[C:14]([OH:22])[C:15]4[CH:21]=[CH:20][N:19]=[CH:18][C:16]=4[N:17]=3)[CH:8]=[N:7]2)[CH2:2]1)(=[O:28])=[O:27])[CH3:24], predict the reactants needed to synthesize it. The reactants are: [NH:1]1[CH2:5][CH2:4][C@H:3]([N:6]2[CH:10]=[C:9]([O:11][C:12]3[N:13]=[C:14]([OH:22])[C:15]4[CH:21]=[CH:20][N:19]=[CH:18][C:16]=4[N:17]=3)[CH:8]=[N:7]2)[CH2:2]1.Cl[CH2:24][CH2:25][S:26](CCCl)(=[O:28])=[O:27]. (3) Given the product [C:21]([C:20]1[CH:1]([C:3]2[CH:12]=[CH:11][C:6]([C:7]([O:9][CH3:10])=[O:8])=[CH:5][CH:4]=2)[N:24]([CH2:25][CH2:26][C:27]2[CH:32]=[CH:31][CH:30]=[C:29]([OH:33])[CH:28]=2)[C:16](=[O:17])[C:18]=1[OH:19])(=[O:22])[CH3:23], predict the reactants needed to synthesize it. The reactants are: [CH:1]([C:3]1[CH:12]=[CH:11][C:6]([C:7]([O:9][CH3:10])=[O:8])=[CH:5][CH:4]=1)=O.CCO[C:16]([C:18]([CH2:20][C:21]([CH3:23])=[O:22])=[O:19])=[O:17].[NH2:24][CH2:25][CH2:26][C:27]1[CH:28]=[C:29]([OH:33])[CH:30]=[CH:31][CH:32]=1. (4) Given the product [Cl:25][C:26]1[CH:27]=[C:28]([C:52]([NH:61][C@H:60]2[CH2:55][CH2:56][S:57][C:58]2=[O:59])=[O:53])[CH:29]=[N:30][C:31]=1[NH:32][NH:33][C:34]([NH:36][CH:37]1[C:43]2[CH:44]=[CH:45][CH:46]=[CH:47][C:42]=2[CH2:41][CH2:40][C:39]2[CH:48]=[CH:49][CH:50]=[CH:51][C:38]1=2)=[S:35], predict the reactants needed to synthesize it. The reactants are: CN(C(ON1N=NC2C=CC=NC1=2)=[N+](C)C)C.F[P-](F)(F)(F)(F)F.[Cl:25][C:26]1[CH:27]=[C:28]([C:52](O)=[O:53])[CH:29]=[N:30][C:31]=1[NH:32][NH:33][C:34]([NH:36][CH:37]1[C:43]2[CH:44]=[CH:45][CH:46]=[CH:47][C:42]=2[CH2:41][CH2:40][C:39]2[CH:48]=[CH:49][CH:50]=[CH:51][C:38]1=2)=[S:35].[CH2:55]1[C@H:60]([NH2:61])[C:58](=[O:59])[S:57][CH2:56]1.Cl. (5) The reactants are: Cl[C:2]1[N:11]=[C:10](Cl)[C:9]2[C:4](=[CH:5][CH:6]=[CH:7][CH:8]=2)[N:3]=1.[NH2:13][C:14]1[CH:21]=[CH:20][C:17]([CH2:18][NH2:19])=[CH:16][CH:15]=1.[F:22][C:23]([F:34])([F:33])[C:24]1[CH:32]=[CH:31][C:27]([C:28](Cl)=[O:29])=[CH:26][CH:25]=1.[CH3:35][NH2:36]. Given the product [CH3:35][NH:36][C:2]1[N:11]=[C:10]([NH:19][CH2:18][C:17]2[CH:20]=[CH:21][C:14]([NH:13][C:28](=[O:29])[C:27]3[CH:31]=[CH:32][C:24]([C:23]([F:34])([F:33])[F:22])=[CH:25][CH:26]=3)=[CH:15][CH:16]=2)[C:9]2[C:4](=[CH:5][CH:6]=[CH:7][CH:8]=2)[N:3]=1, predict the reactants needed to synthesize it. (6) Given the product [C:18]([C:14]1[CH:13]([C:5]2[CH:6]=[CH:7][CH:8]=[C:9]3[C:4]=2[O:3][C:2]([CH3:1])=[CH:11][C:10]3=[O:12])[C:25]2[C:24]([O:23][CH2:21][CH3:22])=[N:29][C:28]([NH2:30])=[N:27][C:26]=2[NH:31][C:15]=1[CH3:16])(=[O:20])[CH3:19], predict the reactants needed to synthesize it. The reactants are: [CH3:1][C:2]1[O:3][C:4]2[C:9]([C:10](=[O:12])[CH:11]=1)=[CH:8][CH:7]=[CH:6][C:5]=2[CH:13]=[C:14]([C:18](=[O:20])[CH3:19])[C:15](=O)[CH3:16].[CH2:21]([O:23][C:24]1[N:29]=[C:28]([NH2:30])[N:27]=[C:26]([NH2:31])[CH:25]=1)[CH3:22]. (7) Given the product [N+:29]([C:32]1[CH:50]=[CH:49][C:35]([CH2:36][O:37][C:38]([C:40]2[N:41]3[C:44]([C:22]4[CH:21]=[CH:20][C:10]5[O:11][C:12]6[CH:19]=[CH:18][CH:17]=[CH:16][C:13]=6[C:14](=[O:15])[N:8]([CH2:1][C:2]6[CH:3]=[CH:4][CH:5]=[CH:6][CH:7]=6)[C:9]=5[CH:23]=4)([S:45][C:46]=2[CH3:51])[C:43]([O:61][C:58](=[O:60])[CH3:59])([Br:47])[C:42]3=[O:48])=[O:39])=[CH:34][CH:33]=1)([O-:31])=[O:30], predict the reactants needed to synthesize it. The reactants are: [CH2:1]([N:8]1[C:14](=[O:15])[C:13]2[CH:16]=[CH:17][CH:18]=[CH:19][C:12]=2[O:11][C:10]2[CH:20]=[CH:21][C:22](C=O)=[CH:23][C:9]1=2)[C:2]1[CH:7]=[CH:6][CH:5]=[CH:4][CH:3]=1.[Br-].[Mg+2].[Br-].[N+:29]([C:32]1[CH:50]=[CH:49][C:35]([CH2:36][O:37][C:38]([C:40]2[N:41]3[C@H:44]([S:45][CH:46]=2)[C@@H:43]([Br:47])[C:42]3=[O:48])=[O:39])=[CH:34][CH:33]=1)([O-:31])=[O:30].[CH2:51](N(CC)CC)C.[C:58]([O:61]C(=O)C)(=[O:60])[CH3:59]. (8) Given the product [Cl:1][C:2]1[CH:10]=[C:9]2[C:5]([C:6]([C:11]([N:13]3[CH2:14][CH2:15][CH:16]([C:19]4[C:27]5[O:26][CH2:25][CH2:24][C:23]=5[CH:22]=[CH:21][CH:20]=4)[CH2:17][CH2:18]3)=[O:12])=[CH:7][N:8]2[CH2:29][CH2:30][NH:31][CH3:32])=[CH:4][CH:3]=1, predict the reactants needed to synthesize it. The reactants are: [Cl:1][C:2]1[CH:10]=[C:9]2[C:5]([C:6]([C:11]([N:13]3[CH2:18][CH2:17][CH:16]([C:19]4[C:27]5[O:26][CH2:25][CH2:24][C:23]=5[CH:22]=[CH:21][CH:20]=4)[CH2:15][CH2:14]3)=[O:12])=[CH:7][NH:8]2)=[CH:4][CH:3]=1.Cl[CH2:29][CH2:30][NH:31][CH3:32]. (9) Given the product [C:1]([O:5][C:6](=[O:25])[NH:7][C:8]1[CH:13]=[CH:12][C:11]([C:14]#[C:15][C:16]2[CH:17]=[CH:18][CH:19]=[CH:20][CH:21]=2)=[CH:10][C:9]=1[NH2:22])([CH3:4])([CH3:2])[CH3:3], predict the reactants needed to synthesize it. The reactants are: [C:1]([O:5][C:6](=[O:25])[NH:7][C:8]1[CH:13]=[CH:12][C:11]([C:14]#[C:15][C:16]2[CH:21]=[CH:20][CH:19]=[CH:18][CH:17]=2)=[CH:10][C:9]=1[N+:22]([O-])=O)([CH3:4])([CH3:3])[CH3:2].O.O.Cl[Sn]Cl. (10) The reactants are: [Br:1][C:2]1[CH:3]=[CH:4][C:5]([F:17])=[C:6]2[C:10]=1[NH:9][CH:8]=[C:7]2[C:11](=[O:16])C(F)(F)F.[OH-:18].[Na+]. Given the product [Br:1][C:2]1[CH:3]=[CH:4][C:5]([F:17])=[C:6]2[C:10]=1[NH:9][CH:8]=[C:7]2[C:11]([OH:16])=[O:18], predict the reactants needed to synthesize it.